This data is from Full USPTO retrosynthesis dataset with 1.9M reactions from patents (1976-2016). The task is: Predict the reactants needed to synthesize the given product. Given the product [O:1]=[C:2]1[CH2:26][CH2:25][C@@:24]2([CH3:27])[CH:4]([C@@H:5]([OH:29])[CH2:6][C@@H:7]3[C@@H:23]2[CH2:22][CH2:21][C@@:20]2([CH3:28])[C@H:8]3[CH2:9][CH2:10][C@@H:11]2[C@H:12]([CH3:19])[CH2:13][CH2:14][C:15]([O:17][CH3:18])=[O:16])[CH2:3]1, predict the reactants needed to synthesize it. The reactants are: [OH:1][C@@H:2]1[CH2:26][CH2:25][C@@:24]2([CH3:27])[CH:4]([C@@H:5]([OH:29])[CH2:6][C@@H:7]3[C@@H:23]2[CH2:22][CH2:21][C@@:20]2([CH3:28])[C@H:8]3[CH2:9][CH2:10][C@@H:11]2[C@H:12]([CH3:19])[CH2:13][CH2:14][C:15]([O:17][CH3:18])=[O:16])[CH2:3]1.O.